Dataset: Forward reaction prediction with 1.9M reactions from USPTO patents (1976-2016). Task: Predict the product of the given reaction. (1) Given the reactants [C:1]1([CH:7]([OH:9])[CH3:8])[CH:6]=[CH:5][CH:4]=[CH:3][CH:2]=1.[C:10](Cl)(=[O:17])[C:11]1[CH:16]=[CH:15][CH:14]=[CH:13][CH:12]=1.[OH-].[K+], predict the reaction product. The product is: [C:10]([O:9][CH:7]([C:1]1[CH:6]=[CH:5][CH:4]=[CH:3][CH:2]=1)[CH3:8])(=[O:17])[C:11]1[CH:16]=[CH:15][CH:14]=[CH:13][CH:12]=1. (2) The product is: [F:20][C:2]([F:19])([F:1])[O:3][C:4]1[CH:5]=[CH:6][C:7]([NH:10][C:11]([C:13]2[S:14][CH:15]=[CH:16][C:17]=2[NH:18][CH2:31][C:24]2[C:25]3[C:30](=[CH:29][CH:28]=[CH:27][CH:26]=3)[N:21]=[CH:22][CH:23]=2)=[O:12])=[CH:8][CH:9]=1. Given the reactants [F:1][C:2]([F:20])([F:19])[O:3][C:4]1[CH:9]=[CH:8][C:7]([NH:10][C:11]([C:13]2[S:14][CH:15]=[CH:16][C:17]=2[NH2:18])=[O:12])=[CH:6][CH:5]=1.[N:21]1[C:30]2[C:25](=[CH:26][CH:27]=[CH:28][CH:29]=2)[C:24]([CH:31]=O)=[CH:23][CH:22]=1.C([SiH](CC)CC)C, predict the reaction product. (3) Given the reactants [CH3:1][C:2]1[O:6][N:5]=[C:4]([CH2:7][O:8][C:9]2[CH:14]=[CH:13][C:12]([N+:15]([O-])=O)=[CH:11][CH:10]=2)[N:3]=1.S(=O)(O)[O-].[Na+].C(=O)(O)[O-].[Na+].C([O-])([O-])=O.[K+].[K+], predict the reaction product. The product is: [CH3:1][C:2]1[O:6][N:5]=[C:4]([CH2:7][O:8][C:9]2[CH:14]=[CH:13][C:12]([NH2:15])=[CH:11][CH:10]=2)[N:3]=1. (4) The product is: [Br:14][C:15]1[C:23]2[CH2:22][CH2:21][N:20]([C:11]([C:9]3[CH:10]=[C:5]4[N:4]=[CH:3][C:2]([Br:1])=[CH:7][N:6]4[N:8]=3)=[O:13])[CH:19]([CH3:24])[C:18]=2[S:17][CH:16]=1. Given the reactants [Br:1][C:2]1[CH:3]=[N:4][C:5]2[N:6]([N:8]=[C:9]([C:11]([OH:13])=O)[CH:10]=2)[CH:7]=1.[Br:14][C:15]1[C:23]2[CH2:22][CH2:21][NH:20][CH:19]([CH3:24])[C:18]=2[S:17][CH:16]=1, predict the reaction product. (5) Given the reactants [C:1]([NH:5][CH2:6][CH2:7][NH:8][C:9]([C:11]1[CH:12]=[N:13][CH:14]=[C:15]([C:17]([NH:19][CH2:20][CH2:21][NH:22][C:23](=[O:26])[CH:24]=[CH2:25])=[O:18])[CH:16]=1)=[O:10])(=[O:4])[CH:2]=[CH2:3].[CH3:27][I:28], predict the reaction product. The product is: [I-:28].[C:23]([NH:22][CH2:21][CH2:20][NH:19][C:17]([C:15]1[CH:14]=[N+:13]([CH3:27])[CH:12]=[C:11]([C:9](=[O:10])[NH:8][CH2:7][CH2:6][NH:5][C:1](=[O:4])[CH:2]=[CH2:3])[CH:16]=1)=[O:18])(=[O:26])[CH:24]=[CH2:25]. (6) Given the reactants C[O:2][C:3](=[O:18])[C:4]1[CH:9]=[CH:8][C:7]([CH:10]2[CH2:15][CH2:14][CH2:13][CH2:12][CH2:11]2)=[C:6]([C:16]#[N:17])[CH:5]=1.O.Cl.C(Cl)(Cl)Cl, predict the reaction product. The product is: [C:16]([C:6]1[CH:5]=[C:4]([CH:9]=[CH:8][C:7]=1[CH:10]1[CH2:15][CH2:14][CH2:13][CH2:12][CH2:11]1)[C:3]([OH:18])=[O:2])#[N:17]. (7) Given the reactants [NH2:1][C:2]1[C:3]([C:9]2[CH:10]=[C:11]([C@@H:15]([NH:19][C:20](=[O:26])[O:21][C:22]([CH3:25])([CH3:24])[CH3:23])[CH2:16][CH:17]=[CH2:18])[CH:12]=[CH:13][CH:14]=2)=[N:4][CH:5]=[C:6]([Cl:8])[CH:7]=1.[CH3:27][C@H:28]([CH:32]=[CH2:33])[C:29](O)=[O:30].N1C=CC=CC=1.C(P1(=O)OP(CCC)(=O)OP(CCC)(=O)O1)CC, predict the reaction product. The product is: [Cl:8][C:6]1[CH:7]=[C:2]([NH:1][C:29](=[O:30])[C@H:28]([CH3:27])[CH:32]=[CH2:33])[C:3]([C:9]2[CH:10]=[C:11]([C@@H:15]([NH:19][C:20](=[O:26])[O:21][C:22]([CH3:25])([CH3:24])[CH3:23])[CH2:16][CH:17]=[CH2:18])[CH:12]=[CH:13][CH:14]=2)=[N:4][CH:5]=1.